From a dataset of Oral bioavailability binary classification data from Ma et al.. Regression/Classification. Given a drug SMILES string, predict its absorption, distribution, metabolism, or excretion properties. Task type varies by dataset: regression for continuous measurements (e.g., permeability, clearance, half-life) or binary classification for categorical outcomes (e.g., BBB penetration, CYP inhibition). Dataset: bioavailability_ma. (1) The molecule is O=C1OC2(c3ccc(O)cc3Oc3cc(O)ccc32)c2ccccc21. The result is 1 (high bioavailability). (2) The molecule is CC(=O)NCCCS(=O)(=O)O. The result is 0 (low bioavailability).